The task is: Predict the reaction yield, written as a fraction of the theoretical maximum amount of product (1.0 means a 100% yield; for example, 0.34 means a 34% yield).. This data is from Reaction yield outcomes from USPTO patents with 853,638 reactions. (1) The reactants are [S:1]1[CH2:5][C@@H:4]([CH2:6][OH:7])[NH:3][CH2:2]1.[Cl:8][CH2:9][CH:10]1[CH2:12]O1. No catalyst specified. The product is [Cl:8][CH2:9][CH:10]1[O:7][CH2:6][C@@H:4]2[CH2:5][S:1][CH2:2][N:3]2[CH2:12]1. The yield is 0.0240. (2) The reactants are [NH2:1][C:2]1[CH:3]=[CH:4][CH:5]=[C:6]2[C:11]=1[CH2:10][C:9](=[O:12])[CH2:8][CH2:7]2.[BH4-].[Na+].O. The catalyst is CO. The product is [NH2:1][C:2]1[CH:3]=[CH:4][CH:5]=[C:6]2[C:11]=1[CH2:10][CH:9]([OH:12])[CH2:8][CH2:7]2. The yield is 0.710. (3) The reactants are [CH3:1][O:2][C:3](=[O:18])[CH2:4][CH2:5][C:6]([NH:8][C:9]1[N:17]=[CH:16][CH:15]=[CH:14][C:10]=1[C:11]([OH:13])=[O:12])=[O:7].[Si](C=[N+]=[N-])(C)(C)[CH3:20]. The catalyst is C(Cl)Cl.CO. The product is [CH3:1][O:2][C:3](=[O:18])[CH2:4][CH2:5][C:6]([NH:8][C:9]1[N:17]=[CH:16][CH:15]=[CH:14][C:10]=1[C:11]([O:13][CH3:20])=[O:12])=[O:7]. The yield is 1.00. (4) The reactants are [C:1]1([C:7](=[N:14][CH2:15][C:16]([O:18][C:19]([CH3:22])([CH3:21])[CH3:20])=[O:17])[C:8]2[CH:13]=[CH:12][CH:11]=[CH:10][CH:9]=2)[CH:6]=[CH:5][CH:4]=[CH:3][CH:2]=1.[Li+].CC([N-]C(C)C)C.C1COCC1.CCCCCCC.C(C1C=CC=CC=1)C.FC(F)(F)S(O[CH2:57][CH2:58][C:59]([F:62])([F:61])[F:60])(=O)=O. The catalyst is C1COCC1. The product is [C:1]1([C:7](=[N:14][CH:15]([CH2:57][CH2:58][C:59]([F:62])([F:61])[F:60])[C:16]([O:18][C:19]([CH3:22])([CH3:21])[CH3:20])=[O:17])[C:8]2[CH:9]=[CH:10][CH:11]=[CH:12][CH:13]=2)[CH:2]=[CH:3][CH:4]=[CH:5][CH:6]=1. The yield is 0.600. (5) The reactants are [CH2:1]([O:13][C:14]1[N:15]=[CH:16][S:17][C:18]=1[C:19]1[S:23][CH:22]=[N:21][C:20]=1[O:24][CH2:25][CH2:26][CH2:27][CH2:28][CH2:29][CH2:30][CH2:31][CH2:32][CH2:33][CH2:34][CH2:35][CH3:36])[CH2:2][CH2:3][CH2:4][CH2:5][CH2:6][CH2:7][CH2:8][CH2:9][CH2:10][CH2:11][CH3:12].[Li]CCCC.[CH3:42][Sn:43](Cl)([CH3:45])[CH3:44]. The catalyst is C1COCC1. The product is [CH2:1]([O:13][C:14]1[N:15]=[C:16]([Sn:43]([CH3:45])([CH3:44])[CH3:42])[S:17][C:18]=1[C:19]1[S:23][C:22]([Sn:43]([CH3:45])([CH3:44])[CH3:42])=[N:21][C:20]=1[O:24][CH2:25][CH2:26][CH2:27][CH2:28][CH2:29][CH2:30][CH2:31][CH2:32][CH2:33][CH2:34][CH2:35][CH3:36])[CH2:2][CH2:3][CH2:4][CH2:5][CH2:6][CH2:7][CH2:8][CH2:9][CH2:10][CH2:11][CH3:12]. The yield is 0.980.